Task: Predict the reactants needed to synthesize the given product.. Dataset: Full USPTO retrosynthesis dataset with 1.9M reactions from patents (1976-2016) (1) Given the product [CH2:1]([C:3]([OH:4])([CH2:6][CH3:7])[CH2:5][NH:8][C:9]1[CH:10]=[C:11]([CH:15]([OH:19])[CH2:16][C:17]#[N:18])[CH:12]=[CH:13][CH:14]=1)[CH3:2], predict the reactants needed to synthesize it. The reactants are: [CH2:1]([C:3]1([CH2:6][CH3:7])[CH2:5][O:4]1)[CH3:2].[NH2:8][C:9]1[CH:10]=[C:11]([CH:15]([OH:19])[CH2:16][C:17]#[N:18])[CH:12]=[CH:13][CH:14]=1. (2) Given the product [CH2:13]([C:12]([C:17]1[O:18][C:19]2[CH:25]=[CH:24][C:23]([O:26][S:27]([CH3:30])(=[O:29])=[O:28])=[CH:22][C:20]=2[CH:21]=1)([C:9]1[CH:10]=[CH:11][C:6]([O:5][CH2:4][CH:3]([OH:32])[C:2]([CH3:33])([CH3:34])[CH3:1])=[C:7]([CH3:31])[CH:8]=1)[CH2:15][CH3:16])[CH3:14], predict the reactants needed to synthesize it. The reactants are: [CH3:1][C:2]([CH3:34])([CH3:33])[C:3](=[O:32])[CH2:4][O:5][C:6]1[CH:11]=[CH:10][C:9]([C:12]([C:17]2[O:18][C:19]3[CH:25]=[CH:24][C:23]([O:26][S:27]([CH3:30])(=[O:29])=[O:28])=[CH:22][C:20]=3[CH:21]=2)([CH2:15][CH3:16])[CH2:13][CH3:14])=[CH:8][C:7]=1[CH3:31].[BH4-].[Na+]. (3) The reactants are: [CH:1]1([N:5]2[CH2:10][CH2:9][CH:8]([O:11][C:12]3[CH:17]=[CH:16][C:15]([N:18]4[CH:22]=[C:21]([C:23]([O:25]CC)=[O:24])[CH:20]=[N:19]4)=[CH:14][CH:13]=3)[CH2:7][CH2:6]2)[CH2:4][CH2:3][CH2:2]1.[OH-].[Li+].C(O)C. Given the product [CH:1]1([N:5]2[CH2:6][CH2:7][CH:8]([O:11][C:12]3[CH:13]=[CH:14][C:15]([N:18]4[CH:22]=[C:21]([C:23]([OH:25])=[O:24])[CH:20]=[N:19]4)=[CH:16][CH:17]=3)[CH2:9][CH2:10]2)[CH2:2][CH2:3][CH2:4]1, predict the reactants needed to synthesize it. (4) The reactants are: [CH2:1]([N:3]1[C:11]2[C:6](=[N:7][CH:8]=[CH:9][CH:10]=2)[C:5]([C:12]2[CH:13]=[N:14][C:15]([O:18]C)=[CH:16][CH:17]=2)=[N:4]1)[CH3:2].Cl. Given the product [CH2:1]([N:3]1[C:11]2[C:6](=[N:7][CH:8]=[CH:9][CH:10]=2)[C:5]([C:12]2[CH:17]=[CH:16][C:15]([OH:18])=[N:14][CH:13]=2)=[N:4]1)[CH3:2], predict the reactants needed to synthesize it.